From a dataset of Reaction yield outcomes from USPTO patents with 853,638 reactions. Predict the reaction yield, written as a fraction of the theoretical maximum amount of product (1.0 means a 100% yield; for example, 0.34 means a 34% yield). (1) The reactants are [Cl:1][C:2]1[C:18]([C:19]2([C:22]#[N:23])[CH2:21][CH2:20]2)=[CH:17][CH:16]=[CH:15][C:3]=1[C:4]([NH:6][C:7]1[CH:12]=[C:11]([OH:13])[CH:10]=[CH:9][C:8]=1[F:14])=[O:5].Cl[C:25]1[CH:30]=[CH:29][C:28]([N+:31]([O-:33])=[O:32])=[CH:27][N:26]=1.C(=O)([O-])[O-].[K+].[K+].CN(C)C=O. The catalyst is O. The product is [Cl:1][C:2]1[C:18]([C:19]2([C:22]#[N:23])[CH2:21][CH2:20]2)=[CH:17][CH:16]=[CH:15][C:3]=1[C:4]([NH:6][C:7]1[CH:12]=[C:11]([O:13][C:25]2[CH:30]=[CH:29][C:28]([N+:31]([O-:33])=[O:32])=[CH:27][N:26]=2)[CH:10]=[CH:9][C:8]=1[F:14])=[O:5]. The yield is 0.930. (2) The reactants are [Si:1]([O:18][CH2:19][CH2:20][O:21][CH2:22][CH2:23][O:24][CH2:25][CH2:26][O:27][CH2:28][CH2:29]O)([C:14]([CH3:17])([CH3:16])[CH3:15])([C:8]1[CH:13]=[CH:12][CH:11]=[CH:10][CH:9]=1)[C:2]1[CH:7]=[CH:6][CH:5]=[CH:4][CH:3]=1.C1(P(C2C=CC=CC=2)C2C=CC=CC=2)C=CC=CC=1.[Cl:50]C(Cl)(Cl)C(C(Cl)(Cl)Cl)=O. The catalyst is C(Cl)Cl. The product is [Cl:50][CH2:29][CH2:28][O:27][CH2:26][CH2:25][O:24][CH2:23][CH2:22][O:21][CH2:20][CH2:19][O:18][Si:1]([C:14]([CH3:17])([CH3:16])[CH3:15])([C:8]1[CH:13]=[CH:12][CH:11]=[CH:10][CH:9]=1)[C:2]1[CH:7]=[CH:6][CH:5]=[CH:4][CH:3]=1. The yield is 0.980. (3) The reactants are [Cl:1][C:2]1[CH:9]=[C:6]([CH:7]=O)[C:5]([OH:10])=[CH:4][CH:3]=1.C(OP([CH2:19][C:20]1[CH:25]=[CH:24][CH:23]=[CH:22][C:21]=1[Br:26])(=O)OCC)C.CC(C)([O-])C.[K+].Cl. The catalyst is O1CCCC1.O. The product is [Br:26][C:21]1[CH:22]=[CH:23][CH:24]=[CH:25][C:20]=1/[CH:19]=[CH:7]/[C:6]1[CH:9]=[C:2]([Cl:1])[CH:3]=[CH:4][C:5]=1[OH:10]. The yield is 0.920. (4) The reactants are C([O:3][C:4](=[O:12])[C:5]([NH:7][NH:8][C:9](=[NH:11])[NH2:10])=O)C. The catalyst is O. The product is [NH2:10][C:9]1[NH:8][N:7]=[C:5]([C:4]([OH:3])=[O:12])[N:11]=1. The yield is 0.630. (5) The reactants are [F:1][C:2]1[C:7]([OH:8])=[CH:6][CH:5]=[C:4]([F:9])[C:3]=1[C:10]([NH2:12])=[O:11].Cl[CH2:14][C:15]1[S:16][C:17]2[CH:23]=[C:22]([O:24][CH3:25])[CH:21]=[CH:20][C:18]=2[N:19]=1. No catalyst specified. The product is [F:1][C:2]1[C:7]([O:8][CH2:14][C:15]2[S:16][C:17]3[CH:23]=[C:22]([O:24][CH3:25])[CH:21]=[CH:20][C:18]=3[N:19]=2)=[CH:6][CH:5]=[C:4]([F:9])[C:3]=1[C:10]([NH2:12])=[O:11]. The yield is 0.190. (6) The reactants are [CH:1]([N:4]1[C:8]([C:9]2[S:10][C:11]3[CH2:12][CH2:13][O:14][C:15]4[CH:22]=[C:21]([CH:23]5[CH2:26][N:25]([C:27]([CH3:31])([CH3:30])[C:28]#[N:29])[CH2:24]5)[CH:20]=[CH:19][C:16]=4[C:17]=3[N:18]=2)=[N:7][CH:6]=[N:5]1)([CH3:3])[CH3:2].C(=O)([O-])[O-:33].[K+].[K+].OO.O. The catalyst is CS(C)=O. The product is [CH:1]([N:4]1[C:8]([C:9]2[S:10][C:11]3[CH2:12][CH2:13][O:14][C:15]4[CH:22]=[C:21]([CH:23]5[CH2:26][N:25]([C:27]([CH3:31])([CH3:30])[C:28]([NH2:29])=[O:33])[CH2:24]5)[CH:20]=[CH:19][C:16]=4[C:17]=3[N:18]=2)=[N:7][CH:6]=[N:5]1)([CH3:3])[CH3:2]. The yield is 0.0900. (7) The reactants are O[CH2:2][C:3]1[CH:8]=[CH:7][C:6]([O:9][C:10](=[O:19])[N:11]([CH3:18])[C:12]2[CH:17]=[CH:16][CH:15]=[CH:14][CH:13]=2)=[CH:5][CH:4]=1.[OH:20][C:21]1[CH:26]=[CH:25][CH:24]=[CH:23][N:22]=1. No catalyst specified. The product is [O:20]=[C:21]1[CH:26]=[CH:25][CH:24]=[CH:23][N:22]1[CH2:2][C:3]1[CH:8]=[CH:7][C:6]([O:9][C:10](=[O:19])[N:11]([CH3:18])[C:12]2[CH:17]=[CH:16][CH:15]=[CH:14][CH:13]=2)=[CH:5][CH:4]=1. The yield is 0.660. (8) The reactants are [C:1]([O:5][C:6]([N:8]([CH2:10][C:11]1([C:14]([O:16]C)=[O:15])[CH2:13][CH2:12]1)[CH3:9])=[O:7])([CH3:4])([CH3:3])[CH3:2].O.[OH-].[Na+]. The catalyst is CO. The product is [C:1]([O:5][C:6]([N:8]([CH2:10][C:11]1([C:14]([OH:16])=[O:15])[CH2:12][CH2:13]1)[CH3:9])=[O:7])([CH3:4])([CH3:2])[CH3:3]. The yield is 0.940.